Dataset: Catalyst prediction with 721,799 reactions and 888 catalyst types from USPTO. Task: Predict which catalyst facilitates the given reaction. (1) Reactant: [NH2-].[Na+].[F:3][C:4]1[CH:9]=[CH:8][C:7]([C:10]2[O:11][CH:12]=[C:13]([CH2:15][C:16]#[N:17])[N:14]=2)=[CH:6][CH:5]=1.Cl.Cl[CH2:20][CH2:21][N:22]([CH2:24]CCl)[CH3:23].N. Product: [CH3:23][N:22]([CH3:24])[CH2:21][CH2:20][CH:15]([C:13]1[N:14]=[C:10]([C:7]2[CH:6]=[CH:5][C:4]([F:3])=[CH:9][CH:8]=2)[O:11][CH:12]=1)[C:16]#[N:17]. The catalyst class is: 93. (2) Reactant: [H-].[Na+].[Cl:3][C:4]1[C:12]2[N:11]=[C:10]3[N:13]([C:17]4[CH:22]=[CH:21][C:20]([Cl:23])=[CH:19][C:18]=4[C:24]([F:27])([F:26])[F:25])[CH2:14][CH2:15][CH2:16][N:9]3[C:8]=2[C:7]([C:28]([OH:33])([CH2:31][CH3:32])[CH2:29][CH3:30])=[CH:6][CH:5]=1.[CH3:34]I. Product: [Cl:3][C:4]1[C:12]2[N:11]=[C:10]3[N:13]([C:17]4[CH:22]=[CH:21][C:20]([Cl:23])=[CH:19][C:18]=4[C:24]([F:25])([F:27])[F:26])[CH2:14][CH2:15][CH2:16][N:9]3[C:8]=2[C:7]([C:28]([CH2:31][CH3:32])([O:33][CH3:34])[CH2:29][CH3:30])=[CH:6][CH:5]=1. The catalyst class is: 35. (3) Reactant: Cl.[F:2][C:3]1[CH:8]=[CH:7][CH:6]=[CH:5][C:4]=1[NH:9][NH2:10].Cl.N[C:13]([O:20]CC)=[CH:14][C:15]([O:17][CH2:18][CH3:19])=O.C(=O)(O)[O-].[Na+]. Product: [CH2:18]([O:17][C:15]1[CH2:14][C:13](=[O:20])[N:9]([C:4]2[CH:5]=[CH:6][CH:7]=[CH:8][C:3]=2[F:2])[N:10]=1)[CH3:19]. The catalyst class is: 8. (4) Product: [O:3]=[C:4]1[C:12]2[C:7](=[CH:8][CH:9]=[CH:10][CH:11]=2)[N:6]([C:13]([O:15][C:16]([CH3:19])([CH3:18])[CH3:17])=[O:14])[CH2:5]1. The catalyst class is: 5. Reactant: C([O:3][C:4]1[C:12]2[C:7](=[CH:8][CH:9]=[CH:10][CH:11]=2)[N:6]([C:13]([O:15][C:16]([CH3:19])([CH3:18])[CH3:17])=[O:14])[CH:5]=1)=O.O1CCCC1.C(=O)([O-])[O-].[K+].[K+].